From a dataset of Merck oncology drug combination screen with 23,052 pairs across 39 cell lines. Regression. Given two drug SMILES strings and cell line genomic features, predict the synergy score measuring deviation from expected non-interaction effect. (1) Cell line: NCIH23. Drug 1: O=C(O)C1(Cc2cccc(Nc3nccs3)n2)CCC(Oc2cccc(Cl)c2F)CC1. Synergy scores: synergy=2.17. Drug 2: COC1=C2CC(C)CC(OC)C(O)C(C)C=C(C)C(OC(N)=O)C(OC)C=CC=C(C)C(=O)NC(=CC1=O)C2=O. (2) Drug 1: N#Cc1ccc(Cn2cncc2CN2CCN(c3cccc(Cl)c3)C(=O)C2)cc1. Drug 2: NC1CCCCC1N.O=C(O)C(=O)O.[Pt+2]. Cell line: CAOV3. Synergy scores: synergy=1.03. (3) Drug 1: Nc1ccn(C2OC(CO)C(O)C2(F)F)c(=O)n1. Drug 2: C=CCn1c(=O)c2cnc(Nc3ccc(N4CCN(C)CC4)cc3)nc2n1-c1cccc(C(C)(C)O)n1. Cell line: ES2. Synergy scores: synergy=13.1. (4) Drug 1: CCC1=CC2CN(C1)Cc1c([nH]c3ccccc13)C(C(=O)OC)(c1cc3c(cc1OC)N(C)C1C(O)(C(=O)OC)C(OC(C)=O)C4(CC)C=CCN5CCC31C54)C2. Drug 2: Cc1nc(Nc2ncc(C(=O)Nc3c(C)cccc3Cl)s2)cc(N2CCN(CCO)CC2)n1. Cell line: EFM192B. Synergy scores: synergy=16.1.